Task: Predict the reaction yield, written as a fraction of the theoretical maximum amount of product (1.0 means a 100% yield; for example, 0.34 means a 34% yield).. Dataset: Reaction yield outcomes from USPTO patents with 853,638 reactions (1) The reactants are [NH2:1][C:2]1[C:3]([C:14]([O:16][CH3:17])=[O:15])=[CH:4][C:5]2[C:10]([CH:11]=1)=[CH:9][C:8]([O:12][CH3:13])=[CH:7][CH:6]=2.CO[CH:20](OC)[N:21]([CH3:23])[CH3:22]. No catalyst specified. The product is [CH3:20][N:21](/[CH:23]=[N:1]/[C:2]1[C:3]([C:14]([O:16][CH3:17])=[O:15])=[CH:4][C:5]2[C:10]([CH:11]=1)=[CH:9][C:8]([O:12][CH3:13])=[CH:7][CH:6]=2)[CH3:22]. The yield is 0.646. (2) The reactants are [NH:1]1[C:5]2=[N:6][CH:7]=[C:8]([C:10](O)=O)[CH:9]=[C:4]2[CH:3]=[CH:2]1.[Li+].C[Si]([N-][Si](C)(C)C)(C)C.[CH3:23][N:24]([CH3:34])[C:25]1[CH:30]=[CH:29][C:28]([C:31](=O)[CH3:32])=[CH:27][CH:26]=1.O.[NH2:36][NH2:37]. The catalyst is C1(C)C=CC=CC=1.CCO.C1COCC1.CC(O)=O. The product is [CH3:23][N:24]([CH3:34])[C:25]1[CH:30]=[CH:29][C:28]([C:31]2[NH:37][N:36]=[C:10]([C:8]3[CH:9]=[C:4]4[CH:3]=[CH:2][NH:1][C:5]4=[N:6][CH:7]=3)[CH:32]=2)=[CH:27][CH:26]=1. The yield is 0.200. (3) The reactants are [F:1][C:2]1[CH:3]=[C:4]([CH:28]=[CH:29][C:30]=1[F:31])[CH2:5][N:6]1[C:11](=[O:12])[C:10]([CH2:13]OS(C)(=O)=O)=[CH:9][C:8]([C:19]2[CH:24]=[CH:23][C:22]([O:25][CH3:26])=[C:21]([F:27])[CH:20]=2)=[N:7]1.[CH3:32][NH:33][CH3:34]. No catalyst specified. The product is [F:1][C:2]1[CH:3]=[C:4]([CH:28]=[CH:29][C:30]=1[F:31])[CH2:5][N:6]1[C:11](=[O:12])[C:10]([CH2:13][N:33]([CH3:34])[CH3:32])=[CH:9][C:8]([C:19]2[CH:24]=[CH:23][C:22]([O:25][CH3:26])=[C:21]([F:27])[CH:20]=2)=[N:7]1. The yield is 0.771. (4) The reactants are [F:1][C:2]1[CH:7]=[CH:6][C:5]([NH:8][CH2:9][C:10](O)=[O:11])=[C:4]([N+:13]([O-])=O)[CH:3]=1. The catalyst is C(O)(=O)C.C(OCC)(=O)C.[Fe]. The product is [F:1][C:2]1[CH:3]=[C:4]2[C:5]([NH:8][CH2:9][C:10](=[O:11])[NH:13]2)=[CH:6][CH:7]=1. The yield is 0.720. (5) The reactants are [CH:1]1([N:4]2[C:8]3[C:9]([O:22][C@@H:23]([C@H:25]4[CH2:29][NH:28][C:27](=[O:30])[CH2:26]4)[CH3:24])=[N:10][C:11](B4OC(C)(C)C(C)(C)O4)=[CH:12][C:7]=3[N:6]=[CH:5]2)[CH2:3][CH2:2]1.Br[C:32]1[S:36][C:35]([C:37]([CH3:40])([CH3:39])[CH3:38])=[N:34][CH:33]=1.C([O-])([O-])=O.[Na+].[Na+].N#N. The catalyst is C1C=CC([P]([Pd]([P](C2C=CC=CC=2)(C2C=CC=CC=2)C2C=CC=CC=2)([P](C2C=CC=CC=2)(C2C=CC=CC=2)C2C=CC=CC=2)[P](C2C=CC=CC=2)(C2C=CC=CC=2)C2C=CC=CC=2)(C2C=CC=CC=2)C2C=CC=CC=2)=CC=1.C(Cl)Cl.COCCOC. The product is [C:37]([C:35]1[S:36][C:32]([C:11]2[N:10]=[C:9]([O:22][C@@H:23]([C@H:25]3[CH2:29][NH:28][C:27](=[O:30])[CH2:26]3)[CH3:24])[C:8]3[N:4]([CH:1]4[CH2:2][CH2:3]4)[CH:5]=[N:6][C:7]=3[CH:12]=2)=[CH:33][N:34]=1)([CH3:40])([CH3:39])[CH3:38]. The yield is 0.0570. (6) The reactants are [C:1]([C:4]1[CH:9]=[N:8][N:7]2[C:10](C(O)=O)=[CH:11][CH:12]=[C:6]2[C:5]=1[NH:16][CH:17]1[CH2:22][CH2:21][CH2:20][CH2:19][CH:18]1[CH3:23])(=[O:3])[NH2:2].C([N:26]([CH2:29]C)CC)C.C1(P(N=[N+]=[N-])(C2C=CC=CC=2)=[O:38])C=CC=CC=1.[CH3:48][C:49]([OH:52])([CH3:51])[CH3:50]. The catalyst is C(Cl)(Cl)Cl. The product is [C:1]([C:4]1[CH:9]=[N:8][N:7]2[C:10]([NH:26][C:29](=[O:38])[O:52][C:49]([CH3:51])([CH3:50])[CH3:48])=[CH:11][CH:12]=[C:6]2[C:5]=1[NH:16][CH:17]1[CH2:22][CH2:21][CH2:20][CH2:19][CH:18]1[CH3:23])(=[O:3])[NH2:2]. The yield is 0.500. (7) The reactants are [O:1]=[C:2]1[NH:7][C:6]2[CH:8]=[C:9]([C:12](OC)=[O:13])[CH:10]=[N:11][C:5]=2[N:4]2[CH2:16][CH2:17][CH2:18][CH2:19][CH:3]12.[H-].[Na+].[H-].[Al+3].[Li+].[H-].[H-].[H-].CO. The catalyst is O1CCCC1.O.C(OCC)(=O)C. The product is [OH:13][CH2:12][C:9]1[CH:10]=[N:11][C:5]2[N:4]3[CH2:16][CH2:17][CH2:18][CH2:19][CH:3]3[C:2](=[O:1])[NH:7][C:6]=2[CH:8]=1. The yield is 0.960. (8) The reactants are C([O:14][C:15]([C:17]1[N:18]2[C@H:21]([S:22][CH2:23][C:24]=1[CH2:25][N+:26]1([CH2:31][C:32]3[C:41](=[O:42])[C:40]4[C:35](=[CH:36][C:37]([O:54]CC5C=CC(OC)=CC=5)=[C:38]([O:44]CC5C=CC(OC)=CC=5)[C:39]=4[Cl:43])[N:34]([CH2:64][CH3:65])[CH:33]=3)[CH2:30][CH2:29][CH2:28][CH2:27]1)[C@H:20]([NH:66][C:67](=[O:106])/[C:68](=[N:83]\[O:84][C@@H:85]([CH2:98][C:99]([O:101]C(C)(C)C)=[O:100])[C:86]([O:88]CC1C=CC(OC)=CC=1)=[O:87])/[C:69]1[N:70]=[C:71]([NH:75]C(OC(C)(C)C)=O)[S:72][C:73]=1[Cl:74])[C:19]2=[O:107])=[O:16])(C1C=CC=CC=1)C1C=CC=CC=1.C1(OC)C=CC=CC=1.C(O)(C(F)(F)F)=O.C(OC(C)C)(C)C. The catalyst is ClCCl. The product is [NH2:75][C:71]1[S:72][C:73]([Cl:74])=[C:69](/[C:68](=[N:83]/[O:84][C@H:85]([C:86]([OH:88])=[O:87])[CH2:98][C:99]([OH:101])=[O:100])/[C:67]([NH:66][C@@H:20]2[C:19](=[O:107])[N:18]3[C@@H:21]2[S:22][CH2:23][C:24]([CH2:25][N+:26]2([CH2:31][C:32]4[C:41](=[O:42])[C:40]5[C:35](=[CH:36][C:37]([OH:54])=[C:38]([OH:44])[C:39]=5[Cl:43])[N:34]([CH2:64][CH3:65])[CH:33]=4)[CH2:30][CH2:29][CH2:28][CH2:27]2)=[C:17]3[C:15]([O-:16])=[O:14])=[O:106])[N:70]=1. The yield is 0.433. (9) The reactants are [NH:1]1[C:5]2[CH:6]=[CH:7][CH:8]=[CH:9][C:4]=2[N:3]=[C:2]1[CH2:10][N:11]1[C@@H:23]2[C@H:14]([CH2:15][CH2:16][C:17]3[CH:18]=[CH:19][CH:20]=[N:21][C:22]=32)[CH2:13][CH2:12]1.C(=O)([O-])[O-].[K+].[K+].Br[CH2:31][CH2:32][CH2:33][C:34]#[N:35].[I-].[K+]. The catalyst is CN(C)C=O. The product is [N:11]1([CH2:10][C:2]2[N:3]([CH2:31][CH2:32][CH2:33][CH2:34][NH2:35])[C:4]3[CH:9]=[CH:8][CH:7]=[CH:6][C:5]=3[N:1]=2)[C@@H:23]2[C@H:14]([CH2:15][CH2:16][C:17]3[CH:18]=[CH:19][CH:20]=[N:21][C:22]=32)[CH2:13][CH2:12]1. The yield is 0.700.